This data is from Full USPTO retrosynthesis dataset with 1.9M reactions from patents (1976-2016). The task is: Predict the reactants needed to synthesize the given product. (1) Given the product [Cl:1][C:2]1[CH:3]=[CH:4][C:5]([C:8]2([C:12]([N:14]3[CH2:19][CH2:18][CH2:17][CH:16]([CH2:20][N:36]4[CH2:35][CH2:34][N:33]([C:28]5[CH:29]=[CH:30][CH:31]=[CH:32][C:27]=5[OH:26])[CH2:38][CH2:37]4)[CH2:15]3)=[O:13])[CH2:11][CH2:10][CH2:9]2)=[CH:6][CH:7]=1, predict the reactants needed to synthesize it. The reactants are: [Cl:1][C:2]1[CH:7]=[CH:6][C:5]([C:8]2([C:12]([N:14]3[CH2:19][CH2:18][CH2:17][CH:16]([CH2:20]OS(C)(=O)=O)[CH2:15]3)=[O:13])[CH2:11][CH2:10][CH2:9]2)=[CH:4][CH:3]=1.[OH:26][C:27]1[CH:32]=[CH:31][CH:30]=[CH:29][C:28]=1[N:33]1[CH2:38][CH2:37][NH:36][CH2:35][CH2:34]1.C(=O)([O-])[O-].[Cs+].[Cs+]. (2) The reactants are: [Br:1][C:2]1[CH:3]=[C:4]([CH:6]=[CH:7][C:8]=1[Cl:9])[NH2:5].[O:10]1[CH:14]=[CH:13][C:12]([C:15](Cl)=[O:16])=[CH:11]1.C(=O)([O-])[O-].[Na+].[Na+]. Given the product [Br:1][C:2]1[CH:3]=[C:4]([NH:5][C:15]([C:12]2[CH:13]=[CH:14][O:10][CH:11]=2)=[O:16])[CH:6]=[CH:7][C:8]=1[Cl:9], predict the reactants needed to synthesize it. (3) Given the product [CH3:1][CH:2]([CH3:18])[CH2:3][N:4]1[C:16]2[C:15]3[NH:14][CH2:13][CH2:12][CH2:11][C:10]=3[N:9]=[C:8]([NH2:17])[C:7]=2[N:6]=[CH:5]1, predict the reactants needed to synthesize it. The reactants are: [CH3:1][CH:2]([CH3:18])[CH2:3][N:4]1[C:16]2[C:15]3[N:14]=[CH:13][CH:12]=[CH:11][C:10]=3[N:9]=[C:8]([NH2:17])[C:7]=2[N:6]=[CH:5]1.[H][H]. (4) Given the product [CH:10]1([CH2:14][C:15]([NH:17][C:18]2[CH:23]=[CH:22][N:21]([CH2:24][CH2:25][CH:26]([F:36])[CH2:27][N:28]3[CH:32]=[C:31]([C:33]([NH:9][CH2:8][C:5]4[CH:6]=[N:7][C:2]([CH3:1])=[CH:3][CH:4]=4)=[O:34])[N:30]=[N:29]3)[C:20](=[O:37])[C:19]=2[F:38])=[O:16])[CH2:13][CH2:12][CH2:11]1, predict the reactants needed to synthesize it. The reactants are: [CH3:1][C:2]1[N:7]=[CH:6][C:5]([CH2:8][NH2:9])=[CH:4][CH:3]=1.[CH:10]1([CH2:14][C:15]([NH:17][C:18]2[CH:23]=[CH:22][N:21]([CH2:24][CH2:25][CH:26]([F:36])[CH2:27][N:28]3[CH:32]=[C:31]([C:33](O)=[O:34])[N:30]=[N:29]3)[C:20](=[O:37])[C:19]=2[F:38])=[O:16])[CH2:13][CH2:12][CH2:11]1.CN(C(ON1N=NC2C=CC=NC1=2)=[N+](C)C)C.F[P-](F)(F)(F)(F)F.C(N(C(C)C)C(C)C)C. (5) Given the product [CH2:1]([N:8]([CH2:16][C@@H:17]1[CH2:22][CH2:21][C@H:20]([CH2:23][CH2:24][C:25]([OH:27])=[O:26])[CH2:19][CH2:18]1)[CH2:9][C:10]1[CH:11]=[CH:12][CH:13]=[CH:14][CH:15]=1)[C:2]1[CH:3]=[CH:4][CH:5]=[CH:6][CH:7]=1, predict the reactants needed to synthesize it. The reactants are: [CH2:1]([N:8]([CH2:16][C@@H:17]1[CH2:22][CH2:21][C@H:20]([CH2:23][CH:24](C(OCC)=O)[C:25]([O:27]CC)=[O:26])[CH2:19][CH2:18]1)[CH2:9][C:10]1[CH:15]=[CH:14][CH:13]=[CH:12][CH:11]=1)[C:2]1[CH:7]=[CH:6][CH:5]=[CH:4][CH:3]=1.Cl. (6) Given the product [Cl:8][C:5]1[N:4]=[C:3]([NH:9][CH:10]2[CH2:16][CH2:15][CH2:14][CH2:13][CH2:12][CH2:11]2)[C:2]([C:19]#[C:18][CH2:17][OH:20])=[CH:7][N:6]=1, predict the reactants needed to synthesize it. The reactants are: Br[C:2]1[C:3]([NH:9][CH:10]2[CH2:16][CH2:15][CH2:14][CH2:13][CH2:12][CH2:11]2)=[N:4][C:5]([Cl:8])=[N:6][CH:7]=1.[CH2:17]([OH:20])[C:18]#[CH:19].[F-].C([N+](CCCC)(CCCC)CCCC)CCC. (7) Given the product [CH3:1][S:2]([OH:5])(=[O:4])=[O:3].[CH3:20][O:19][C:16]1[CH:17]=[CH:18][C:13]([C:9]2[O:8][C:7]([CH3:31])([CH3:6])[C:11](=[O:12])[C:10]=2[C:13]2[CH:14]=[CH:15][C:16]([O:19][CH2:20][C:21]3[N:22]=[C:23]4[CH:28]=[CH:27][CH:26]=[C:25]([CH3:29])[N:24]4[CH:30]=3)=[CH:17][CH:18]=2)=[CH:14][CH:15]=1, predict the reactants needed to synthesize it. The reactants are: [CH3:1][S:2]([OH:5])(=[O:4])=[O:3].[CH3:6][C:7]1([CH3:31])[C:11](=[O:12])[C:10]([C:13]2[CH:18]=[CH:17][C:16]([O:19][CH2:20][C:21]3[N:22]=[C:23]4[CH:28]=[CH:27][CH:26]=[C:25]([CH3:29])[N:24]4[CH:30]=3)=[CH:15][CH:14]=2)=[CH:9][O:8]1. (8) Given the product [Cl:8][C:9]1[CH:14]=[CH:13][CH:12]=[CH:11][C:10]=1[C:15]1[CH:21]=[C:20]([CH2:19][OH:22])[O:17][N:16]=1, predict the reactants needed to synthesize it. The reactants are: C(N(CC)CC)C.[Cl:8][C:9]1[CH:14]=[CH:13][CH:12]=[CH:11][C:10]=1[C:15](Cl)=[N:16][OH:17].[CH2:19]([OH:22])[C:20]#[CH:21]. (9) Given the product [CH2:11]([O:10][CH:5]([O:4][CH2:2][CH3:3])[CH2:6][C:7](=[O:9])[CH2:6][C:5]([O:10][CH2:23][CH3:24])=[O:4])[CH3:12], predict the reactants needed to synthesize it. The reactants are: [Mg].[CH2:2]([O:4][CH:5]([O:10][CH2:11][CH3:12])[CH2:6][C:7]([OH:9])=O)[CH3:3].C(N1[CH:24]=[CH:23]N=C1)(N1C=CN=C1)=O.